Dataset: Peptide-MHC class II binding affinity with 134,281 pairs from IEDB. Task: Regression. Given a peptide amino acid sequence and an MHC pseudo amino acid sequence, predict their binding affinity value. This is MHC class II binding data. (1) The peptide sequence is WLWYIKIFIMIVGGLIG. The MHC is HLA-DQA10301-DQB10301 with pseudo-sequence HLA-DQA10301-DQB10301. The binding affinity (normalized) is 0.577. (2) The peptide sequence is YYAIHKASPVLAFPA. The MHC is DRB1_0301 with pseudo-sequence DRB1_0301. The binding affinity (normalized) is 0.624. (3) The peptide sequence is INEPTAAAIAYALDR. The MHC is HLA-DQA10401-DQB10402 with pseudo-sequence HLA-DQA10401-DQB10402. The binding affinity (normalized) is 0.659. (4) The peptide sequence is ESKYFAATQFEPLAA. The MHC is HLA-DQA10301-DQB10302 with pseudo-sequence HLA-DQA10301-DQB10302. The binding affinity (normalized) is 0.406. (5) The peptide sequence is YFIMAYVNQAHHIQL. The MHC is H-2-IAb with pseudo-sequence H-2-IAb. The binding affinity (normalized) is 0.559. (6) The peptide sequence is GELQIVDKIDAAHKI. The MHC is DRB5_0101 with pseudo-sequence DRB5_0101. The binding affinity (normalized) is 0.860. (7) The binding affinity (normalized) is 0. The MHC is DRB3_0101 with pseudo-sequence DRB3_0101. The peptide sequence is ALWNLHGQALFLGIVL. (8) The peptide sequence is AMAPTMAAPGAAVAS. The MHC is DRB1_0701 with pseudo-sequence DRB1_0701. The binding affinity (normalized) is 0.206. (9) The peptide sequence is TGSDGKTTWCSQTDY. The MHC is DRB1_0301 with pseudo-sequence DRB1_0301. The binding affinity (normalized) is 0.0871.